Dataset: Reaction yield outcomes from USPTO patents with 853,638 reactions. Task: Predict the reaction yield, written as a fraction of the theoretical maximum amount of product (1.0 means a 100% yield; for example, 0.34 means a 34% yield). The reactants are [C:1]([O:7][CH2:8][C:9]1[CH:14]=[CH:13][CH:12]=[CH:11][CH:10]=1)(=[O:6])[CH2:2][C:3]([CH3:5])=O.[NH2:15][CH3:16].C(O)(=O)C.[O-]S([O-])(=O)=O.[Mg+2]. The catalyst is CO.CCOC(C)=O. The product is [CH3:16][NH:15][C:3]([CH3:5])=[CH:2][C:1]([O:7][CH2:8][C:9]1[CH:14]=[CH:13][CH:12]=[CH:11][CH:10]=1)=[O:6]. The yield is 1.00.